Dataset: TCR-epitope binding with 47,182 pairs between 192 epitopes and 23,139 TCRs. Task: Binary Classification. Given a T-cell receptor sequence (or CDR3 region) and an epitope sequence, predict whether binding occurs between them. (1) The epitope is RLYYDSMSY. The TCR CDR3 sequence is CASSSRDSTSPLHF. Result: 1 (the TCR binds to the epitope). (2) The epitope is GMFNMLSTVLGVS. The TCR CDR3 sequence is CASSLTPGDYEQFF. Result: 0 (the TCR does not bind to the epitope). (3) The epitope is KPLEFGATSAAL. The TCR CDR3 sequence is CASSFKNEQFF. Result: 1 (the TCR binds to the epitope).